This data is from Full USPTO retrosynthesis dataset with 1.9M reactions from patents (1976-2016). The task is: Predict the reactants needed to synthesize the given product. (1) The reactants are: C([C:8]([NH2:12])([OH:11])[CH2:9][CH3:10])(OC(C)(C)C)=O.[CH3:13][CH:14]([C:28]([OH:30])=[O:29])[C:15]1[CH:16]=[CH:17][C:18]([C:22]2[CH:23]=[CH:24][CH:25]=[CH:26][CH:27]=2)=[C:19]([F:21])[CH:20]=1.[ClH:31].C(OCC)(=O)C.C(OCC)C. Given the product [NH2:12][CH:8]([OH:11])[CH2:9][CH3:10].[CH3:13][CH:14]([C:28]([OH:30])=[O:29])[C:15]1[CH:16]=[CH:17][C:18]([C:22]2[CH:27]=[CH:26][CH:25]=[CH:24][CH:23]=2)=[C:19]([F:21])[CH:20]=1.[ClH:31], predict the reactants needed to synthesize it. (2) Given the product [CH3:35][O:34][C:28]1[CH:27]=[C:26]([N:16]2[C:15](=[O:36])[N:14]([CH2:8][C:3]3[C:2]([F:1])=[CH:7][CH:6]=[CH:5][N:4]=3)[C:19]3[CH:20]=[CH:21][CH:22]=[CH:23][C:18]=3[S:17]2(=[O:24])=[O:25])[CH:31]=[CH:30][C:29]=1[O:32][CH3:33], predict the reactants needed to synthesize it. The reactants are: [F:1][C:2]1[C:3]([CH2:8]O)=[N:4][CH:5]=[CH:6][CH:7]=1.ClC1C=C(OC)C=C(F)C=1C[N:14]1[C:19]2[CH:20]=[CH:21][CH:22]=[CH:23][C:18]=2[S:17](=[O:25])(=[O:24])[N:16]([C:26]2[CH:31]=[CH:30][C:29]([O:32][CH3:33])=[C:28]([O:34][CH3:35])[CH:27]=2)[C:15]1=[O:36]. (3) Given the product [Cl:24][C:18]1[C:17]([CH2:16][O:15][C:13]2[CH:12]=[CH:11][C:10]3[C:6]([CH2:5][C:4]([OH:25])=[O:3])=[CH:7][S:8][C:9]=3[CH:14]=2)=[CH:22][N:21]=[C:20]([CH3:23])[N:19]=1, predict the reactants needed to synthesize it. The reactants are: C([O:3][C:4](=[O:25])[CH2:5][C:6]1[C:10]2[CH:11]=[CH:12][C:13]([O:15][CH2:16][C:17]3[C:18]([Cl:24])=[N:19][C:20]([CH3:23])=[N:21][CH:22]=3)=[CH:14][C:9]=2[S:8][CH:7]=1)C.[Li+].[OH-].Cl. (4) Given the product [Si:1]([O:18][CH2:19][CH:20]1[CH2:26][CH:25]2[CH:23]([CH2:24]2)[CH2:22][N:21]1[C:32]([O:31][C:28]([CH3:30])([CH3:29])[CH3:27])=[O:33])([C:14]([CH3:17])([CH3:15])[CH3:16])([C:8]1[CH:13]=[CH:12][CH:11]=[CH:10][CH:9]=1)[C:2]1[CH:7]=[CH:6][CH:5]=[CH:4][CH:3]=1, predict the reactants needed to synthesize it. The reactants are: [Si:1]([O:18][CH2:19][CH:20]1[CH2:26][CH:25]2[CH:23]([CH2:24]2)[CH2:22][NH:21]1)([C:14]([CH3:17])([CH3:16])[CH3:15])([C:8]1[CH:13]=[CH:12][CH:11]=[CH:10][CH:9]=1)[C:2]1[CH:7]=[CH:6][CH:5]=[CH:4][CH:3]=1.[CH3:27][C:28]([O:31][C:32](O[C:32]([O:31][C:28]([CH3:30])([CH3:29])[CH3:27])=[O:33])=[O:33])([CH3:30])[CH3:29]. (5) Given the product [CH3:1][C:2]1[C:6]2[C:7]([CH:11]=[CH:21][N+:18]([O-:20])=[O:19])=[CH:8][CH:9]=[CH:10][C:5]=2[O:4][CH:3]=1, predict the reactants needed to synthesize it. The reactants are: [CH3:1][C:2]1[C:6]2=[C:7]([CH:11]=O)[CH:8]=[CH:9][CH:10]=[C:5]2[O:4][CH:3]=1.C([O-])(=O)C.[NH4+].[N+:18]([CH3:21])([O-:20])=[O:19]. (6) Given the product [CH3:53][C:54]1[CH:59]=[C:58]([CH3:60])[N:57]=[C:56]([N:61]2[CH2:66][CH2:65][N:64]([C:67]3[CH:72]=[CH:71][C:70]([NH:73][C:49](=[O:51])[C:48]([C:39]4[N:38]([CH2:37][CH2:36][O:35][CH3:34])[CH:42]=[CH:41][C:40]=4[C:43]4[CH:47]=[CH:46][S:45][CH:44]=4)=[O:52])=[CH:69][CH:68]=3)[CH2:63][CH2:62]2)[CH:55]=1, predict the reactants needed to synthesize it. The reactants are: C(N(C(C)C)CC)(C)C.F[P-](F)(F)(F)(F)F.N1(OC(N(C)C)=[N+](C)C)C2N=CC=CC=2N=N1.[CH3:34][O:35][CH2:36][CH2:37][N:38]1[CH:42]=[CH:41][C:40]([C:43]2[CH:47]=[CH:46][S:45][CH:44]=2)=[C:39]1[C:48](=[O:52])[C:49]([OH:51])=O.[CH3:53][C:54]1[CH:59]=[C:58]([CH3:60])[N:57]=[C:56]([N:61]2[CH2:66][CH2:65][N:64]([C:67]3[CH:72]=[CH:71][C:70]([NH2:73])=[CH:69][CH:68]=3)[CH2:63][CH2:62]2)[CH:55]=1. (7) Given the product [CH3:1][C:2]1[C:6]([C:7]2[N:8]([S:24]([N:27]([CH3:28])[CH3:29])(=[O:26])=[O:25])[C:9]3[C:14]([C:15]=2[C:16]2[CH:17]=[CH:18][C:19]([OH:22])=[CH:20][CH:21]=2)=[CH:13][CH:12]=[CH:11][CH:10]=3)=[C:5]([CH3:30])[O:4][N:3]=1, predict the reactants needed to synthesize it. The reactants are: [CH3:1][C:2]1[C:6]([C:7]2[N:8]([S:24]([N:27]([CH3:29])[CH3:28])(=[O:26])=[O:25])[C:9]3[C:14]([C:15]=2[C:16]2[CH:21]=[CH:20][C:19]([O:22]C)=[CH:18][CH:17]=2)=[CH:13][CH:12]=[CH:11][CH:10]=3)=[C:5]([CH3:30])[O:4][N:3]=1.B(F)(F)F.S(C)C. (8) Given the product [CH3:40][O:41][C:42]1[CH:50]=[CH:49][C:45]([C:46]([NH:19][CH2:20][C:21](=[O:22])[NH:23][CH:24]2[CH2:27][N:26]([CH:28]3[CH2:33][CH2:32][CH:31]([C:34]4[CH:39]=[CH:38][CH:37]=[CH:36][CH:35]=4)[CH2:30][CH2:29]3)[CH2:25]2)=[O:47])=[CH:44][C:43]=1[C:51]([F:52])([F:53])[F:54], predict the reactants needed to synthesize it. The reactants are: CCN=C=NCCCN(C)C.OC(C(F)(F)F)=O.[NH2:19][CH2:20][C:21]([NH:23][CH:24]1[CH2:27][N:26]([CH:28]2[CH2:33][CH2:32][CH:31]([C:34]3[CH:39]=[CH:38][CH:37]=[CH:36][CH:35]=3)[CH2:30][CH2:29]2)[CH2:25]1)=[O:22].[CH3:40][O:41][C:42]1[CH:50]=[CH:49][C:45]([C:46](O)=[O:47])=[CH:44][C:43]=1[C:51]([F:54])([F:53])[F:52].